This data is from Reaction yield outcomes from USPTO patents with 853,638 reactions. The task is: Predict the reaction yield, written as a fraction of the theoretical maximum amount of product (1.0 means a 100% yield; for example, 0.34 means a 34% yield). (1) The reactants are [CH3:1][O:2][C:3]1[CH:4]=[C:5]2[C:10](=[CH:11][C:12]=1[O:13][CH3:14])[N:9]=[CH:8][CH:7]=[C:6]2[O:15][C:16]1[CH:22]=[CH:21][C:19]([NH2:20])=[C:18]([CH3:23])[C:17]=1[CH3:24].C1(C)C=CC=CC=1.C(N(CC)CC)C.ClC(Cl)(O[C:43](=[O:49])[O:44][C:45](Cl)(Cl)Cl)Cl.[F:51][C:52]1[CH:53]=[C:54]([CH:60]=[CH:61][CH:62]=1)[O:55][CH2:56][CH2:57]CO. The catalyst is C(Cl)Cl. The product is [CH3:1][O:2][C:3]1[CH:4]=[C:5]2[C:10](=[CH:11][C:12]=1[O:13][CH3:14])[N:9]=[CH:8][CH:7]=[C:6]2[O:15][C:16]1[CH:22]=[CH:21][C:19]([NH:20][C:43](=[O:49])[O:44][CH2:45][CH2:57][CH2:56][O:55][C:54]2[CH:60]=[CH:61][CH:62]=[C:52]([F:51])[CH:53]=2)=[C:18]([CH3:23])[C:17]=1[CH3:24]. The yield is 0.550. (2) The reactants are [H-].[Na+].CS(C)=O.[F:7][C:8]([F:19])([F:18])[C:9]1[CH:10]=[C:11]([CH2:15][C:16]#[N:17])[CH:12]=[CH:13][CH:14]=1.Br[CH2:21][CH2:22][CH2:23]Br. The catalyst is CC(OC)(C)C. The product is [F:7][C:8]([F:18])([F:19])[C:9]1[CH:10]=[C:11]([C:15]2([C:16]#[N:17])[CH2:23][CH2:22][CH2:21]2)[CH:12]=[CH:13][CH:14]=1. The yield is 0.634.